From a dataset of NCI-60 drug combinations with 297,098 pairs across 59 cell lines. Regression. Given two drug SMILES strings and cell line genomic features, predict the synergy score measuring deviation from expected non-interaction effect. Drug 1: CCC1(CC2CC(C3=C(CCN(C2)C1)C4=CC=CC=C4N3)(C5=C(C=C6C(=C5)C78CCN9C7C(C=CC9)(C(C(C8N6C)(C(=O)OC)O)OC(=O)C)CC)OC)C(=O)OC)O.OS(=O)(=O)O. Drug 2: CC1=C(C(=O)C2=C(C1=O)N3CC4C(C3(C2COC(=O)N)OC)N4)N. Cell line: SK-OV-3. Synergy scores: CSS=8.54, Synergy_ZIP=-7.63, Synergy_Bliss=-3.50, Synergy_Loewe=-3.45, Synergy_HSA=-3.39.